This data is from Full USPTO retrosynthesis dataset with 1.9M reactions from patents (1976-2016). The task is: Predict the reactants needed to synthesize the given product. (1) Given the product [CH3:38][O:39][C:40]1[CH:48]=[CH:47][C:43]([C:44]([NH:2][C:3]2([C:6]([NH:8][CH2:9][CH2:10][C:11]3[N:12]([CH3:30])[C:13](=[O:29])[C:14]4[C:19]([C:20]=3[C:21]3[CH:22]=[CH:23][CH:24]=[CH:25][CH:26]=3)=[CH:18][C:17]([O:27][CH3:28])=[CH:16][CH:15]=4)=[O:7])[CH2:5][CH2:4]2)=[O:45])=[CH:42][CH:41]=1, predict the reactants needed to synthesize it. The reactants are: Cl.[NH2:2][C:3]1([C:6]([NH:8][CH2:9][CH2:10][C:11]2[N:12]([CH3:30])[C:13](=[O:29])[C:14]3[C:19]([C:20]=2[C:21]2[CH:26]=[CH:25][CH:24]=[CH:23][CH:22]=2)=[CH:18][C:17]([O:27][CH3:28])=[CH:16][CH:15]=3)=[O:7])[CH2:5][CH2:4]1.C(N(CC)CC)C.[CH3:38][O:39][C:40]1[CH:48]=[CH:47][C:43]([C:44](Cl)=[O:45])=[CH:42][CH:41]=1. (2) Given the product [Cl:1][C:2]1[CH:3]=[C:4]2[C:9](=[CH:10][CH:11]=1)[N:8]1[CH:12]=[CH:13][CH:14]=[C:7]1[CH:6]([CH2:15][CH3:16])[N:5]2[C:32](=[O:33])[C:31]1[CH:35]=[CH:36][C:37]([O:39][CH3:40])=[CH:38][C:30]=1[O:29][CH3:28], predict the reactants needed to synthesize it. The reactants are: [Cl:1][C:2]1[CH:3]=[C:4]2[C:9](=[CH:10][CH:11]=1)[N:8]1[CH:12]=[CH:13][CH:14]=[C:7]1[CH:6]([CH2:15][CH3:16])[N:5]2S(C1C=CC(O)=C(C)C=1)(=O)=O.[CH3:28][O:29][C:30]1[CH:38]=[C:37]([O:39][CH3:40])[CH:36]=[CH:35][C:31]=1[C:32](Cl)=[O:33]. (3) Given the product [CH3:1][O:2][C:3]1[CH:4]=[CH:5][C:6]([C:9]2[C:10](=[O:16])[N:11]=[C:12]([S:15][CH3:18])[NH:13][N:14]=2)=[CH:7][CH:8]=1, predict the reactants needed to synthesize it. The reactants are: [CH3:1][O:2][C:3]1[CH:8]=[CH:7][C:6]([C:9]2[C:10](=[O:16])[NH:11][C:12](=[S:15])[NH:13][N:14]=2)=[CH:5][CH:4]=1.I[CH3:18]. (4) The reactants are: [F:1][C:2]([F:34])([F:33])[C:3]([N:5]([C@H:7]1[CH2:16][CH2:15][C:14]2[C:9](=[C:10]([O:31]C)[CH:11]=[CH:12][C:13]=2[S:17]([NH:20][C:21]2[CH:26]=[CH:25][C:24]([C:27]([F:30])([F:29])[F:28])=[CH:23][CH:22]=2)(=[O:19])=[O:18])[CH2:8]1)[CH3:6])=[O:4].B(Br)(Br)Br. Given the product [F:34][C:2]([F:1])([F:33])[C:3]([N:5]([C@H:7]1[CH2:16][CH2:15][C:14]2[C:9](=[C:10]([OH:31])[CH:11]=[CH:12][C:13]=2[S:17]([NH:20][C:21]2[CH:26]=[CH:25][C:24]([C:27]([F:28])([F:30])[F:29])=[CH:23][CH:22]=2)(=[O:19])=[O:18])[CH2:8]1)[CH3:6])=[O:4], predict the reactants needed to synthesize it. (5) Given the product [OH:1][C:2]1[CH:7]=[CH:6][C:5]([C:8]2[CH:9]=[CH:10][C:11](=[O:14])[NH:12][N:13]=2)=[CH:4][CH:3]=1, predict the reactants needed to synthesize it. The reactants are: [OH:1][C:2]1[CH:7]=[CH:6][C:5]([C:8]2[CH2:9][CH2:10][C:11](=[O:14])[NH:12][N:13]=2)=[CH:4][CH:3]=1.[N+](C1C=CC(S([O-])(=O)=O)=CC=1)([O-])=O.[Na+].Cl.O. (6) Given the product [CH2:27]1[O:35][C:34]2[CH:33]=[CH:32][C:31]([C:17]3[C:16]([CH3:19])=[N:15][N:14]4[C:9]([C:4]5[CH:3]=[C:2]([F:1])[CH:7]=[C:6]([F:8])[CH:5]=5)=[CH:10][C:11]([N:20]5[CH2:24][CH2:23][CH2:22][C@H:21]5[CH2:25][OH:26])=[N:12][C:13]=34)=[CH:30][C:29]=2[O:28]1, predict the reactants needed to synthesize it. The reactants are: [F:1][C:2]1[CH:3]=[C:4]([C:9]2[N:14]3[N:15]=[C:16]([CH3:19])[C:17](I)=[C:13]3[N:12]=[C:11]([N:20]3[CH2:24][CH2:23][CH2:22][C@H:21]3[CH2:25][OH:26])[CH:10]=2)[CH:5]=[C:6]([F:8])[CH:7]=1.[CH2:27]1[O:35][C:34]2[CH:33]=[CH:32][C:31](B(O)O)=[CH:30][C:29]=2[O:28]1.C1(C)C=CC=CC=1.C([O-])(O)=O.[Na+].